Task: Predict the product of the given reaction.. Dataset: Forward reaction prediction with 1.9M reactions from USPTO patents (1976-2016) (1) Given the reactants [C:1]([O:5][C:6]([NH:8][CH:9]1[C:17]2[C:12](=[CH:13][C:14](/[CH:18]=[CH:19]/[C:20](O)=[O:21])=[CH:15][CH:16]=2)[CH2:11][CH2:10]1)=[O:7])([CH3:4])([CH3:3])[CH3:2].[F:23][C:24]([F:38])([F:37])[CH:25]([C:27]1[CH:32]=[CH:31][CH:30]=[C:29]([C:33]([F:36])([F:35])[F:34])[CH:28]=1)[NH2:26].[Cl-].COC1N=C(OC)N=C([N+]2(C)CCOCC2)N=1, predict the reaction product. The product is: [O:21]=[C:20]([NH:26][CH:25]([C:27]1[CH:32]=[CH:31][CH:30]=[C:29]([C:33]([F:34])([F:35])[F:36])[CH:28]=1)[C:24]([F:38])([F:37])[F:23])/[CH:19]=[CH:18]/[C:14]1[CH:13]=[C:12]2[C:17](=[CH:16][CH:15]=1)[CH:9]([NH:8][C:6](=[O:7])[O:5][C:1]([CH3:2])([CH3:3])[CH3:4])[CH2:10][CH2:11]2. (2) Given the reactants [NH2:1][C:2]1[CH:6]=[CH:5][N:4]([CH3:7])[N:3]=1.C[O:9][C:10]([C:12]1[CH:22]=[C:21]([O:23][C:24]2[CH:29]=[CH:28][C:27]([C:30]#[N:31])=[C:26]([Cl:32])[CH:25]=2)[C:15]2[CH2:16][C:17]([CH3:20])([CH3:19])[O:18][C:14]=2[CH:13]=1)=O, predict the reaction product. The product is: [CH3:7][N:4]1[CH:5]=[CH:6][C:2]([NH:1][C:10]([C:12]2[CH:22]=[C:21]([O:23][C:24]3[CH:29]=[CH:28][C:27]([C:30]#[N:31])=[C:26]([Cl:32])[CH:25]=3)[C:15]3[CH2:16][C:17]([CH3:20])([CH3:19])[O:18][C:14]=3[CH:13]=2)=[O:9])=[N:3]1. (3) Given the reactants [F-].C([N+](CCCC)(CCCC)CCCC)CCC.[Si]([O:36][CH2:37][CH2:38][O:39][CH2:40][C@H:41]([O:53][C:54]1[N:59]=[CH:58][N:57]=[C:56]2[N:60]([C:63]3[CH:68]=[CH:67][CH:66]=[C:65]([Cl:69])[C:64]=3[Cl:70])[N:61]=[CH:62][C:55]=12)[C:42]([NH:44][C:45]1[CH:50]=[CH:49][C:48]([C:51]#[N:52])=[CH:47][N:46]=1)=[O:43])(C(C)(C)C)(C1C=CC=CC=1)C1C=CC=CC=1.[Cl-].[NH4+], predict the reaction product. The product is: [C:51]([C:48]1[CH:49]=[CH:50][C:45]([NH:44][C:42](=[O:43])[C@@H:41]([O:53][C:54]2[N:59]=[CH:58][N:57]=[C:56]3[N:60]([C:63]4[CH:68]=[CH:67][CH:66]=[C:65]([Cl:69])[C:64]=4[Cl:70])[N:61]=[CH:62][C:55]=23)[CH2:40][O:39][CH2:38][CH2:37][OH:36])=[N:46][CH:47]=1)#[N:52]. (4) The product is: [CH3:8][C:5]1[C:4]([NH2:10])=[N:3][C:2]([CH3:1])=[CH:7][N:6]=1. Given the reactants [CH3:1][C:2]1[CH:7]=[N:6][C:5]([CH3:8])=[CH:4][N:3]=1.C[N:10](C)C1C=CC=CC=1, predict the reaction product. (5) Given the reactants [CH:1]([C:3]1[CH:4]=[N:5][CH:6]=[CH:7][CH:8]=1)=[CH2:2].C1(C)C=CC=CC=1P(C1C=CC=CC=1C)C1C=CC=CC=1C.C(N(CC)CC)C.Br[C:39]1[CH:52]=[C:51]2[C:42]([O:43][C:44]3[C:45]([C:53]4[NH:58][C:57](=[O:59])[CH:56]=[C:55]([N:60]5[CH2:65][CH2:64][O:63][CH2:62][CH2:61]5)[CH:54]=4)=[CH:46][CH:47]=[CH:48][C:49]=3[CH2:50]2)=[CH:41][CH:40]=1, predict the reaction product. The product is: [O:63]1[CH2:64][CH2:65][N:60]([C:55]2[CH:54]=[C:53]([C:45]3[C:44]4[O:43][C:42]5[C:51](=[CH:52][C:39](/[CH:2]=[CH:1]/[C:3]6[CH:4]=[N:5][CH:6]=[CH:7][CH:8]=6)=[CH:40][CH:41]=5)[CH2:50][C:49]=4[CH:48]=[CH:47][CH:46]=3)[NH:58][C:57](=[O:59])[CH:56]=2)[CH2:61][CH2:62]1. (6) Given the reactants [CH3:1][N:2]1[C:6]([C:7]([NH:9][C:10]2[CH:11]=[C:12]([C:16]#[C:17][C:18]3[CH:19]=[N:20][CH:21]=[C:22]([CH:26]=3)[C:23](O)=[O:24])[CH:13]=[CH:14][CH:15]=2)=[O:8])=[CH:5][C:4]([CH3:27])=[N:3]1.[CH3:28][S:29]([C:32]1[CH:37]=[CH:36][C:35]([CH2:38][CH2:39][C:40]([O:42][CH3:43])=[O:41])=[CH:34][CH:33]=1)(=[NH:31])=[O:30].F[P-](F)(F)(F)(F)F.N1(O[P+](N(C)C)(N(C)C)N(C)C)C2C=CC=CC=2N=N1.CCN(C(C)C)C(C)C, predict the reaction product. The product is: [CH3:1][N:2]1[C:6]([C:7]([NH:9][C:10]2[CH:11]=[C:12]([C:16]#[C:17][C:18]3[CH:26]=[C:22]([C:23]([N:31]=[S:29]([C:32]4[CH:33]=[CH:34][C:35]([CH2:38][CH2:39][C:40]([O:42][CH3:43])=[O:41])=[CH:36][CH:37]=4)([CH3:28])=[O:30])=[O:24])[CH:21]=[N:20][CH:19]=3)[CH:13]=[CH:14][CH:15]=2)=[O:8])=[CH:5][C:4]([CH3:27])=[N:3]1.